From a dataset of Catalyst prediction with 721,799 reactions and 888 catalyst types from USPTO. Predict which catalyst facilitates the given reaction. (1) Reactant: [CH2:1]([NH:8][C:9]([SH:18])=[C:10]1[C:15](=[O:16])[CH2:14][CH2:13][CH2:12][C:11]1=[O:17])[C:2]1[CH:7]=[CH:6][CH:5]=[CH:4][CH:3]=1.[C:19]([O:23][C:24](=[O:27])[CH2:25]Br)([CH3:22])([CH3:21])[CH3:20].C(=O)([O-])[O-].[K+].[K+].O. Product: [C:19]([O:23][C:24](=[O:27])[CH2:25][S:18][C:9]([NH:8][CH2:1][C:2]1[CH:3]=[CH:4][CH:5]=[CH:6][CH:7]=1)=[C:10]1[C:15](=[O:16])[CH2:14][CH2:13][CH2:12][C:11]1=[O:17])([CH3:22])([CH3:21])[CH3:20]. The catalyst class is: 9. (2) Reactant: C([O:3][C:4]([C:6]1([NH:15][C:16](=[O:30])[C:17]2[CH:22]=[C:21]([Br:23])[CH:20]=[C:19]([CH3:24])[C:18]=2[O:25][CH:26]2[CH2:29][CH2:28][CH2:27]2)[CH2:14][C:13]2[C:8](=[CH:9][CH:10]=[CH:11][CH:12]=2)[CH2:7]1)=[O:5])C.O1CCOCC1.CO.O. Product: [Br:23][C:21]1[CH:20]=[C:19]([CH3:24])[C:18]([O:25][CH:26]2[CH2:29][CH2:28][CH2:27]2)=[C:17]([CH:22]=1)[C:16]([NH:15][C:6]1([C:4]([OH:5])=[O:3])[CH2:14][C:13]2[C:8](=[CH:9][CH:10]=[CH:11][CH:12]=2)[CH2:7]1)=[O:30]. The catalyst class is: 100. (3) Reactant: [CH3:1][O:2][C:3](=[O:16])[C:4]1[CH:9]=[CH:8][C:7]([CH2:10]Br)=[C:6]([C:12]([F:15])([F:14])[F:13])[CH:5]=1.[CH3:17][N:18]1[CH2:23][CH2:22][NH:21][CH2:20][CH2:19]1.C(=O)([O-])[O-].[K+].[K+]. Product: [CH3:17][N:18]1[CH2:23][CH2:22][N:21]([CH2:10][C:7]2[CH:8]=[CH:9][C:4]([C:3]([O:2][CH3:1])=[O:16])=[CH:5][C:6]=2[C:12]([F:15])([F:14])[F:13])[CH2:20][CH2:19]1. The catalyst class is: 23. (4) Reactant: [Br:1][C:2]1[CH:7]=[CH:6][C:5]([NH:8]/[N:9]=[CH:10]/C(O)=O)=[CH:4][CH:3]=1.CC[N:16]([CH2:19]C)CC.P(N=[N+]=[N-])(OC1C=CC=CC=1)(OC1C=CC=CC=1)=[O:22]. Product: [Br:1][C:2]1[CH:3]=[CH:4][C:5]([N:8]2[C:19](=[O:22])[NH:16][CH:10]=[N:9]2)=[CH:6][CH:7]=1. The catalyst class is: 11. (5) Reactant: [S:1]1[C:5]([C:6]2[C:7]([NH2:26])=[N:8][CH:9]=[C:10]([C:12]3[CH:17]=[CH:16][C:15]([O:18][Si:19]([C:22]([CH3:25])([CH3:24])[CH3:23])([CH3:21])[CH3:20])=[CH:14][CH:13]=3)[N:11]=2)=[CH:4][CH:3]=[C:2]1[C:27]1[S:28][CH:29]=[CH:30][CH:31]=1.[Si:32]([O:39][C:40]1[CH:45]=[CH:44][C:43]([CH2:46][C:47](Cl)=[O:48])=[CH:42][CH:41]=1)([C:35]([CH3:38])([CH3:37])[CH3:36])([CH3:34])[CH3:33].O. Product: [S:1]1[C:5]([C:6]2[C:7]([NH:26][C:47](=[O:48])[CH2:46][C:43]3[CH:42]=[CH:41][C:40]([O:39][Si:32]([C:35]([CH3:37])([CH3:36])[CH3:38])([CH3:33])[CH3:34])=[CH:45][CH:44]=3)=[N:8][CH:9]=[C:10]([C:12]3[CH:17]=[CH:16][C:15]([O:18][Si:19]([C:22]([CH3:25])([CH3:24])[CH3:23])([CH3:21])[CH3:20])=[CH:14][CH:13]=3)[N:11]=2)=[CH:4][CH:3]=[C:2]1[C:27]1[S:28][CH:29]=[CH:30][CH:31]=1. The catalyst class is: 341. (6) Reactant: C(O[C:4]([C:6]1[N:7]=[C:8]([CH3:24])[N:9]([C:12]2[CH:17]=[CH:16][C:15]([O:18][CH3:19])=[C:14]([C:20]([F:23])([F:22])[F:21])[CH:13]=2)[C:10]=1[CH3:11])=[O:5])C.[Cl:25][C:26]1[CH:31]=[C:30]([CH3:32])[CH:29]=[CH:28][N:27]=1.C[Si]([N-][Si](C)(C)C)(C)C.[K+].C(O)(=O)C. Product: [Cl:25][C:26]1[CH:31]=[C:30]([CH2:32][C:4]([C:6]2[N:7]=[C:8]([CH3:24])[N:9]([C:12]3[CH:17]=[CH:16][C:15]([O:18][CH3:19])=[C:14]([C:20]([F:21])([F:23])[F:22])[CH:13]=3)[C:10]=2[CH3:11])=[O:5])[CH:29]=[CH:28][N:27]=1. The catalyst class is: 11. (7) Reactant: [C:1]([O:5][C:6]([NH:8][CH2:9][CH:10]1[CH2:15][CH2:14][CH:13]([C:16]([O:18]N2C(=O)CCC2=O)=O)[CH2:12][CH2:11]1)=[O:7])([CH3:4])([CH3:3])[CH3:2].Cl.[Cl:27][CH2:28][CH2:29][CH2:30][CH2:31][CH2:32][CH2:33][O:34][CH2:35][CH2:36][O:37][CH2:38][CH2:39][NH2:40].C(N(CC)C(C)C)(C)C. Product: [Cl:27][CH2:28][CH2:29][CH2:30][CH2:31][CH2:32][CH2:33][O:34][CH2:35][CH2:36][O:37][CH2:38][CH2:39][NH:40][C:16]([CH:13]1[CH2:12][CH2:11][CH:10]([CH2:9][NH:8][C:6](=[O:7])[O:5][C:1]([CH3:2])([CH3:3])[CH3:4])[CH2:15][CH2:14]1)=[O:18]. The catalyst class is: 85. (8) The catalyst class is: 5. Product: [CH3:2][O:4][CH2:25][C:22]1[O:21][C:20]([CH:17]2[CH2:18][CH2:19][N:14]([C:12]([O:11][C:7]([CH3:10])([CH3:9])[CH3:8])=[O:13])[CH2:15][CH2:16]2)=[N:24][N:23]=1. Reactant: C[C:2](C)([O-:4])C.[K+].[C:7]([O:11][C:12]([N:14]1[CH2:19][CH2:18][CH:17]([C:20]2[O:21][C:22]([CH2:25]Cl)=[N:23][N:24]=2)[CH2:16][CH2:15]1)=[O:13])([CH3:10])([CH3:9])[CH3:8]. (9) Reactant: [CH:1](=O)[CH2:2][CH2:3][CH2:4][CH2:5][CH2:6][CH2:7][CH2:8][CH2:9][CH3:10].[ClH:12].Cl.[F:14][C:15]([F:31])([F:30])[O:16][C:17]1[CH:22]=[CH:21][C:20]([NH:23][C:24]([NH:26][C:27]([NH2:29])=[NH:28])=[NH:25])=[CH:19][CH:18]=1. Product: [ClH:12].[NH2:25][C:24]1[N:23]([C:20]2[CH:19]=[CH:18][C:17]([O:16][C:15]([F:14])([F:30])[F:31])=[CH:22][CH:21]=2)[CH:1]([CH2:2][CH2:3][CH2:4][CH2:5][CH2:6][CH2:7][CH2:8][CH2:9][CH3:10])[N:28]=[C:27]([NH2:29])[N:26]=1. The catalyst class is: 8.